Task: Regression. Given two drug SMILES strings and cell line genomic features, predict the synergy score measuring deviation from expected non-interaction effect.. Dataset: NCI-60 drug combinations with 297,098 pairs across 59 cell lines (1) Drug 1: CN(C)C1=NC(=NC(=N1)N(C)C)N(C)C. Drug 2: CC1CCC2CC(C(=CC=CC=CC(CC(C(=O)C(C(C(=CC(C(=O)CC(OC(=O)C3CCCCN3C(=O)C(=O)C1(O2)O)C(C)CC4CCC(C(C4)OC)OCCO)C)C)O)OC)C)C)C)OC. Cell line: UACC62. Synergy scores: CSS=11.5, Synergy_ZIP=-1.51, Synergy_Bliss=1.74, Synergy_Loewe=-11.4, Synergy_HSA=0.907. (2) Synergy scores: CSS=38.4, Synergy_ZIP=2.86, Synergy_Bliss=5.58, Synergy_Loewe=2.07, Synergy_HSA=6.35. Drug 2: CC1C(C(CC(O1)OC2CC(CC3=C2C(=C4C(=C3O)C(=O)C5=C(C4=O)C(=CC=C5)OC)O)(C(=O)CO)O)N)O.Cl. Cell line: TK-10. Drug 1: CC1C(C(CC(O1)OC2CC(OC(C2O)C)OC3=CC4=CC5=C(C(=O)C(C(C5)C(C(=O)C(C(C)O)O)OC)OC6CC(C(C(O6)C)O)OC7CC(C(C(O7)C)O)OC8CC(C(C(O8)C)O)(C)O)C(=C4C(=C3C)O)O)O)O.